From a dataset of TCR-epitope binding with 47,182 pairs between 192 epitopes and 23,139 TCRs. Binary Classification. Given a T-cell receptor sequence (or CDR3 region) and an epitope sequence, predict whether binding occurs between them. (1) The epitope is TLVPQEHYV. The TCR CDR3 sequence is CASSQVYPVAGWSEQFF. Result: 0 (the TCR does not bind to the epitope). (2) The epitope is IPIQASLPF. The TCR CDR3 sequence is CASSIEGRTEAFF. Result: 0 (the TCR does not bind to the epitope). (3) The epitope is EEHVQIHTI. The TCR CDR3 sequence is CASSSREGGSLNSPLHF. Result: 0 (the TCR does not bind to the epitope). (4) The epitope is FLLNKEMYL. The TCR CDR3 sequence is CASSQAIGGAVTDTQYF. Result: 0 (the TCR does not bind to the epitope). (5) The epitope is IVTDFSVIK. The TCR CDR3 sequence is CASSVGTALDSYNEQFF. Result: 1 (the TCR binds to the epitope). (6) The epitope is FADDLNQLTGY. The TCR CDR3 sequence is CASSLGTGYQPQHF. Result: 0 (the TCR does not bind to the epitope). (7) The epitope is KLVALGINAV. The TCR CDR3 sequence is CASSPSGFETQYF. Result: 0 (the TCR does not bind to the epitope).